From a dataset of Forward reaction prediction with 1.9M reactions from USPTO patents (1976-2016). Predict the product of the given reaction. (1) Given the reactants C(OC([N:8]1[CH2:13][CH2:12][N:11]([C:14]2[CH:19]=[CH:18][C:17]([Cl:20])=[CH:16][CH:15]=2)[CH:10]([CH3:21])[CH2:9]1)=O)(C)(C)C, predict the reaction product. The product is: [Cl:20][C:17]1[CH:16]=[CH:15][C:14]([N:11]2[CH2:12][CH2:13][NH:8][CH2:9][CH:10]2[CH3:21])=[CH:19][CH:18]=1. (2) Given the reactants [F:1][C:2]1[CH:9]=[CH:8][C:5]([CH2:6][OH:7])=[CH:4][CH:3]=1.[ClH:10].[NH2:11][CH2:12][C:13](=[O:19])[CH2:14][CH2:15][C:16](O)=[O:17], predict the reaction product. The product is: [ClH:10].[NH2:11][CH2:12][C:13](=[O:19])[CH2:14][CH2:15][C:16]([O:7][CH2:6][C:5]1[CH:8]=[CH:9][C:2]([F:1])=[CH:3][CH:4]=1)=[O:17]. (3) The product is: [C:17]([O:16][C:14]([N:11]1[CH2:10][CH2:9][N:8]([C:6]2[CH:5]=[CH:4][C:3]([C:21]([OH:23])=[O:22])=[C:2]([F:1])[N:7]=2)[CH2:13][CH2:12]1)=[O:15])([CH3:20])([CH3:18])[CH3:19]. Given the reactants [F:1][C:2]1[N:7]=[C:6]([N:8]2[CH2:13][CH2:12][N:11]([C:14]([O:16][C:17]([CH3:20])([CH3:19])[CH3:18])=[O:15])[CH2:10][CH2:9]2)[CH:5]=[CH:4][C:3]=1[C:21]([O:23]C)=[O:22].[OH-].[Na+], predict the reaction product. (4) Given the reactants [F:1][CH:2]([F:40])[O:3][C:4]1[CH:5]=[CH:6][C:7]([C:10]([F:39])([F:38])[CH2:11][N:12]2[CH2:17][CH2:16][CH:15]([NH:18][C:19]3[C:20]4[CH:27]=[CH:26][N:25](S(C5C=CC(C)=CC=5)(=O)=O)[C:21]=4[N:22]=[CH:23][N:24]=3)[CH2:14][CH2:13]2)=[N:8][CH:9]=1.[OH-].[Na+], predict the reaction product. The product is: [F:40][CH:2]([F:1])[O:3][C:4]1[CH:5]=[CH:6][C:7]([C:10]([F:39])([F:38])[CH2:11][N:12]2[CH2:13][CH2:14][CH:15]([NH:18][C:19]3[C:20]4[CH:27]=[CH:26][NH:25][C:21]=4[N:22]=[CH:23][N:24]=3)[CH2:16][CH2:17]2)=[N:8][CH:9]=1. (5) Given the reactants Br[C:2]1[CH:7]=[CH:6][C:5]([C:8]2[N:12]3[CH:13]=[CH:14][CH:15]=[N:16][C:11]3=[N:10][C:9]=2[CH3:17])=[CH:4][CH:3]=1.[CH3:18][Sn](C)(C)C, predict the reaction product. The product is: [CH3:17][C:9]1[N:10]=[C:11]2[N:16]=[CH:15][CH:14]=[CH:13][N:12]2[C:8]=1[C:5]1[CH:6]=[CH:7][C:2]([CH3:18])=[CH:3][CH:4]=1.